Dataset: Human liver microsome stability data. Task: Regression/Classification. Given a drug SMILES string, predict its absorption, distribution, metabolism, or excretion properties. Task type varies by dataset: regression for continuous measurements (e.g., permeability, clearance, half-life) or binary classification for categorical outcomes (e.g., BBB penetration, CYP inhibition). Dataset: hlm. (1) The drug is COc1ncc(OC)c2c(C(=O)C(=O)N3CCN(C(=O)c4ccccc4)CC3)c[nH]c12. The result is 0 (unstable in human liver microsomes). (2) The molecule is CCOc1nc(NC(=O)C2(NC(=O)c3ccc4c(C5CCCC5)c(-c5ncc(Cl)cn5)n(C)c4c3)CCC2)ncc1C=CC(=O)O. The result is 0 (unstable in human liver microsomes). (3) The drug is O=C(Nc1ccc(F)c(-c2nc3ncc(-c4cccc(Cl)c4)cn3n2)c1)N1CCC(F)(F)C1. The result is 0 (unstable in human liver microsomes). (4) The molecule is C=CC(=O)NCc1coc(-c2c(N)ncnc2Nc2ccc(OCc3ccccn3)c(Cl)c2)n1. The result is 1 (stable in human liver microsomes). (5) The molecule is O=C(N[C@@H](Cc1c[nH]c2ccccc12)C(=O)Nc1ccncc1)c1cccc(Oc2ccccc2)c1. The result is 1 (stable in human liver microsomes). (6) The drug is NC(=O)[C@H](Cc1cccc(F)c1)NC(=O)[C@@H](N)Cc1ccccc1. The result is 1 (stable in human liver microsomes). (7) The molecule is O=C(N[C@H](CO)c1ccccc1)c1nn(-c2ccc(F)cc2F)c2c1C[C@H]1C[C@@H]21. The result is 1 (stable in human liver microsomes). (8) The compound is O=C(N[C@@H](Cc1c[nH]c2ccccc12)C(=O)Nc1ccncc1)C1CCNCC1. The result is 0 (unstable in human liver microsomes). (9) The molecule is COc1ccc(C2(OCC(F)(F)F)Sc3ccccc3-n3c2noc3=O)cc1. The result is 1 (stable in human liver microsomes). (10) The drug is CCC(CC)CN(CCN1[C@@H]2CC[C@H]1C[C@@H](c1cccc(C(N)=O)c1)C2)C(=O)CO. The result is 0 (unstable in human liver microsomes).